This data is from Forward reaction prediction with 1.9M reactions from USPTO patents (1976-2016). The task is: Predict the product of the given reaction. (1) Given the reactants [CH3:1][C:2]1[N:3]=[C:4]([NH2:7])[S:5][CH:6]=1.Cl[C:9]1[CH:14]=[C:13]([S:15][C:16]2[CH:17]=[C:18]([CH:23]=[CH:24][CH:25]=2)[C:19]([O:21][CH3:22])=[O:20])[CH:12]=[CH:11][N:10]=1.P([O-])([O-])([O-])=O.[K+].[K+].[K+], predict the reaction product. The product is: [CH3:1][C:2]1[N:3]=[C:4]([NH:7][C:9]2[CH:14]=[C:13]([S:15][C:16]3[CH:17]=[C:18]([CH:23]=[CH:24][CH:25]=3)[C:19]([O:21][CH3:22])=[O:20])[CH:12]=[CH:11][N:10]=2)[S:5][CH:6]=1. (2) Given the reactants [C:1]1([C:7]2[C:8]([N:16]3[CH2:21][CH2:20][N:19](C(OC(C)(C)C)=O)[CH2:18][CH2:17]3)=[C:9]3[CH:15]=[CH:14][NH:13][C:10]3=[N:11][CH:12]=2)[CH:6]=[CH:5][CH:4]=[CH:3][CH:2]=1.C(O)(C(F)(F)F)=O.C(Cl)[Cl:37], predict the reaction product. The product is: [ClH:37].[ClH:37].[C:1]1([C:7]2[C:8]([N:16]3[CH2:17][CH2:18][NH:19][CH2:20][CH2:21]3)=[C:9]3[CH:15]=[CH:14][NH:13][C:10]3=[N:11][CH:12]=2)[CH:2]=[CH:3][CH:4]=[CH:5][CH:6]=1. (3) Given the reactants Cl[C:2]1[C:11]2[C:6](=[CH:7][C:8]([F:12])=[CH:9][CH:10]=2)[N:5]=[C:4]([C:13]2[CH:14]=[C:15]([CH:18]=[CH:19][CH:20]=2)[C:16]#[N:17])[C:3]=1[CH3:21].[CH3:22][C:23]1([CH3:38])[C:31]2[C:26](=[CH:27][C:28]([N:32]3[CH2:37][CH2:36][O:35][CH2:34][CH2:33]3)=[CH:29][CH:30]=2)[NH:25][CH2:24]1.[H-].[Na+], predict the reaction product. The product is: [CH3:22][C:23]1([CH3:38])[C:31]2[C:26](=[CH:27][C:28]([N:32]3[CH2:37][CH2:36][O:35][CH2:34][CH2:33]3)=[CH:29][CH:30]=2)[N:25]([C:2]2[C:11]3[C:6](=[CH:7][C:8]([F:12])=[CH:9][CH:10]=3)[N:5]=[C:4]([C:13]3[CH:14]=[C:15]([CH:18]=[CH:19][CH:20]=3)[C:16]#[N:17])[C:3]=2[CH3:21])[CH2:24]1. (4) Given the reactants [C:1]([CH:3]([C:7]1[CH:12]=[CH:11][C:10]([C:13]([O:15][CH3:16])=[O:14])=[CH:9][C:8]=1[N+:17]([O-])=O)[C:4]([NH2:6])=[O:5])#[N:2], predict the reaction product. The product is: [NH2:17][C:8]1[CH:9]=[C:10]([C:13]([O:15][CH3:16])=[O:14])[CH:11]=[CH:12][C:7]=1[CH:3]([C:1]#[N:2])[C:4]([NH2:6])=[O:5]. (5) Given the reactants [Cl:1][C:2]1[CH:7]=[C:6]([NH:8][C:9]2[CH:14]=[CH:13][CH:12]=[CH:11][C:10]=2[CH2:15][O:16][CH2:17][CH2:18][O:19][CH2:20][CH2:21][O:22]C2CCCCO2)[CH:5]=[CH:4][C:3]=1[C:29]([C:31]1[CH:36]=[CH:35][CH:34]=[CH:33][C:32]=1[CH3:37])=[O:30].C1(C)C=CC(S(O)(=O)=O)=CC=1.C([O-])(O)=O.[Na+], predict the reaction product. The product is: [Cl:1][C:2]1[CH:7]=[C:6]([NH:8][C:9]2[CH:14]=[CH:13][CH:12]=[CH:11][C:10]=2[CH2:15][O:16][CH2:17][CH2:18][O:19][CH2:20][CH2:21][OH:22])[CH:5]=[CH:4][C:3]=1[C:29]([C:31]1[CH:36]=[CH:35][CH:34]=[CH:33][C:32]=1[CH3:37])=[O:30]. (6) Given the reactants [CH2:1]([N:3]1[C:11]2[C:6](=[N:7][CH:8]=[C:9]([F:12])[CH:10]=2)[C:5]([C:13]2[CH:18]=[CH:17][C:16]([OH:19])=[CH:15][CH:14]=2)=[N:4]1)[CH3:2].[H-].[Na+].[CH3:22][O:23][CH2:24][CH2:25][N:26]1[C:30]2=[N:31][CH:32]=[CH:33][CH:34]=[C:29]2[N:28]=[C:27]1S(C)(=O)=O.O, predict the reaction product. The product is: [CH2:1]([N:3]1[C:11]2[C:6](=[N:7][CH:8]=[C:9]([F:12])[CH:10]=2)[C:5]([C:13]2[CH:18]=[CH:17][C:16]([O:19][C:27]3[N:26]([CH2:25][CH2:24][O:23][CH3:22])[C:30]4=[N:31][CH:32]=[CH:33][CH:34]=[C:29]4[N:28]=3)=[CH:15][CH:14]=2)=[N:4]1)[CH3:2]. (7) Given the reactants [CH:1]([C:3]1[CH:4]=[C:5]([CH:11]=[CH:12][C:13]=1[OH:14])[C:6]([O:8][CH2:9][CH3:10])=[O:7])=[O:2].C([O-])([O-])=O.[K+].[K+].[CH2:21](Br)[CH:22]=[CH2:23], predict the reaction product. The product is: [CH2:23]([O:14][C:13]1[CH:12]=[CH:11][C:5]([C:6]([O:8][CH2:9][CH3:10])=[O:7])=[CH:4][C:3]=1[CH:1]=[O:2])[CH:22]=[CH2:21]. (8) Given the reactants [CH2:1]([C:4]1([S:7](Cl)(=[O:9])=[O:8])[CH2:6][CH2:5]1)[CH:2]=[CH2:3].[F:11][C:12]1[C:17]([F:18])=[C:16]([NH:19][C:20]2[CH:25]=[CH:24][C:23]([I:26])=[CH:22][C:21]=2[F:27])[C:15]([NH2:28])=[C:14]([CH3:29])[CH:13]=1, predict the reaction product. The product is: [CH2:1]([C:4]1([S:7]([NH:28][C:15]2[C:14]([CH3:29])=[CH:13][C:12]([F:11])=[C:17]([F:18])[C:16]=2[NH:19][C:20]2[CH:25]=[CH:24][C:23]([I:26])=[CH:22][C:21]=2[F:27])(=[O:9])=[O:8])[CH2:6][CH2:5]1)[CH:2]=[CH2:3]. (9) The product is: [Cl:3][C:4]1[CH:12]=[CH:11][CH:10]=[C:9]2[C:5]=1[C:6](=[O:14])[C:17]([CH3:18])([CH3:16])[C:8]2=[O:13]. Given the reactants [F-].[K+].[Cl:3][C:4]1[CH:12]=[CH:11][CH:10]=[C:9]2[C:5]=1[C:6](=[O:14])C[C:8]2=[O:13].I[CH3:16].[C:17](#N)[CH3:18], predict the reaction product.